From a dataset of Full USPTO retrosynthesis dataset with 1.9M reactions from patents (1976-2016). Predict the reactants needed to synthesize the given product. (1) Given the product [CH2:1]([O:8][C:9]1[CH:10]=[C:11]2[C:15](=[CH:16][CH:17]=1)[NH:14][CH:13]=[C:12]2[CH:21]([C:12]1[C:11]2[C:15](=[CH:16][CH:17]=[C:9]([O:8][CH2:1][C:2]3[CH:3]=[CH:4][CH:5]=[CH:6][CH:7]=3)[CH:10]=2)[NH:14][CH:13]=1)[C:20]1[CH:23]=[CH:24][C:25]([Cl:27])=[CH:26][C:19]=1[Cl:18])[C:2]1[CH:3]=[CH:4][CH:5]=[CH:6][CH:7]=1, predict the reactants needed to synthesize it. The reactants are: [CH2:1]([O:8][C:9]1[CH:10]=[C:11]2[C:15](=[CH:16][CH:17]=1)[NH:14][CH:13]=[CH:12]2)[C:2]1[CH:7]=[CH:6][CH:5]=[CH:4][CH:3]=1.[Cl:18][C:19]1[CH:26]=[C:25]([Cl:27])[CH:24]=[CH:23][C:20]=1[CH:21]=O. (2) Given the product [Cl:8][C:5]1[N:4]=[C:3]([NH:9][CH:10]([CH2:13][CH3:14])[CH2:11][CH3:12])[C:2]([C:20]#[C:19][CH:18]([O:21][CH2:22][CH3:23])[O:17][CH2:15][CH3:16])=[CH:7][N:6]=1, predict the reactants needed to synthesize it. The reactants are: Br[C:2]1[C:3]([NH:9][CH:10]([CH2:13][CH3:14])[CH2:11][CH3:12])=[N:4][C:5]([Cl:8])=[N:6][CH:7]=1.[CH2:15]([O:17][CH:18]([O:21][CH2:22][CH3:23])[C:19]#[CH:20])[CH3:16].CCN(CC)CC. (3) Given the product [CH:14]([CH:2]1[C:3](=[O:18])[NH:4][C:5]2[CH:10]=[C:9]([CH3:11])[CH:8]=[C:7]([CH3:12])[C:6]=2[O:13]1)([CH3:16])[CH3:15], predict the reactants needed to synthesize it. The reactants are: Br[CH:2]([CH:14]([CH3:16])[CH3:15])[CH2:3][N-:4][C:5]1[CH:10]=[C:9]([CH3:11])[CH:8]=[C:7]([CH3:12])[C:6]=1[OH:13].C(=O)([O-])[O-:18].[K+].[K+].Cl.O. (4) Given the product [Cl:1][C:2]1[N:7]=[C:6]2[N:8]([CH2:24][CH3:25])[N:9]=[C:10]([I:11])[C:5]2=[C:4]([N:12]2[CH2:13][CH2:14][O:15][CH2:16][CH2:17]2)[N:3]=1, predict the reactants needed to synthesize it. The reactants are: [Cl:1][C:2]1[N:7]=[C:6]2[NH:8][N:9]=[C:10]([I:11])[C:5]2=[C:4]([N:12]2[CH2:17][CH2:16][O:15][CH2:14][CH2:13]2)[N:3]=1.C(=O)([O-])[O-].[K+].[K+].[CH2:24](I)[CH3:25].O. (5) Given the product [CH3:21][O:22][C:23]1[C:3]([O:2][CH3:1])=[C:8]([CH:9]([OH:18])[C:10]#[C:11][C:12]2[CH:13]=[CH:14][CH:15]=[CH:16][CH:17]=2)[CH:7]=[CH:6][N:24]=1, predict the reactants needed to synthesize it. The reactants are: [CH3:1][O:2][C:3]1[C:8]([CH:9]([OH:18])[C:10]#[C:11][C:12]2[CH:17]=[CH:16][CH:15]=[CH:14][CH:13]=2)=[CH:7][CH:6]=C(OC)N=1.[CH3:21][O:22][C:23]1C(OC)=C(C=O)C=C[N:24]=1. (6) Given the product [CH3:1][S:2]([O:25][C@@H:22]([C:19]1[CH:20]=[C:21]2[C:16]([CH:15]=[N:14][N:13]2[CH2:12][C:11]2[CH:10]=[CH:9][C:8]([O:7][CH3:6])=[CH:27][CH:26]=2)=[CH:17][CH:18]=1)[CH2:23][O:24][S:2]([CH3:1])(=[O:4])=[O:3])(=[O:4])=[O:3], predict the reactants needed to synthesize it. The reactants are: [CH3:1][S:2](Cl)(=[O:4])=[O:3].[CH3:6][O:7][C:8]1[CH:27]=[CH:26][C:11]([CH2:12][N:13]2[C:21]3[C:16](=[CH:17][CH:18]=[C:19]([C@H:22]([OH:25])[CH2:23][OH:24])[CH:20]=3)[CH:15]=[N:14]2)=[CH:10][CH:9]=1.CCN(CC)CC. (7) Given the product [Br:7][C:6]1[CH:5]=[C:4]([CH2:8][O:9][C:10]([C:11]2[CH:16]=[CH:15][CH:14]=[CH:13][CH:12]=2)([C:23]2[CH:28]=[CH:27][CH:26]=[CH:25][CH:24]=2)[C:17]2[CH:22]=[CH:21][CH:20]=[CH:19][CH:18]=2)[O:3][C:2]=1[CH3:29], predict the reactants needed to synthesize it. The reactants are: Br[C:2]1[O:3][C:4]([CH2:8][O:9][C:10]([C:23]2[CH:28]=[CH:27][CH:26]=[CH:25][CH:24]=2)([C:17]2[CH:22]=[CH:21][CH:20]=[CH:19][CH:18]=2)[C:11]2[CH:16]=[CH:15][CH:14]=[CH:13][CH:12]=2)=[CH:5][C:6]=1[Br:7].[CH2:29]1COCC1.[Cl-].C[Zn+].